Dataset: Catalyst prediction with 721,799 reactions and 888 catalyst types from USPTO. Task: Predict which catalyst facilitates the given reaction. (1) Reactant: C[O:2][C:3]([C:5]1[S:6][C:7]([C:23]2[CH:28]=[CH:27][CH:26]=[C:25]([F:29])[CH:24]=2)=[CH:8][C:9]=1[N:10]([CH:20]([CH3:22])[CH3:21])[C:11]([CH:13]1[CH2:18][CH2:17][CH:16]([CH3:19])[CH2:15][CH2:14]1)=[O:12])=[O:4].O.[Li+].[OH-]. Product: [F:29][C:25]1[CH:24]=[C:23]([C:7]2[S:6][C:5]([C:3]([OH:4])=[O:2])=[C:9]([N:10]([CH:20]([CH3:22])[CH3:21])[C:11]([CH:13]3[CH2:18][CH2:17][CH:16]([CH3:19])[CH2:15][CH2:14]3)=[O:12])[CH:8]=2)[CH:28]=[CH:27][CH:26]=1. The catalyst class is: 12. (2) Reactant: [F:1][C:2]1[CH:7]=[CH:6][C:5]([Mg]Br)=[CH:4][CH:3]=1.FC1C=CC(Br)=CC=1.[Mg].II.[C:21]([C:23]1[CH:24]=[C:25]2[C:30](=[CH:31][CH:32]=1)[C:28](=O)[O:27][CH2:26]2)#[N:22]. Product: [C:21]([C:23]1[CH:24]=[C:25]2[C:30](=[CH:31][CH:32]=1)[CH:28]([C:5]1[CH:6]=[CH:7][C:2]([F:1])=[CH:3][CH:4]=1)[O:27][CH2:26]2)#[N:22]. The catalyst class is: 595. (3) Reactant: [CH:1]1([N:4]([CH2:37][C:38]2[CH:43]=[C:42]([O:44][CH2:45][C:46]3[CH:51]=[CH:50][CH:49]=[CH:48][N+:47]=3[O-:52])[CH:41]=[C:40]([CH2:53][CH2:54][CH2:55][O:56][CH3:57])[CH:39]=2)[C:5](=[O:36])[CH:6]([CH2:16][C:17]2[CH:22]=[CH:21][C:20]([O:23][CH2:24][CH2:25][O:26][C:27]3[C:32]([Cl:33])=[CH:31][C:30]([CH3:34])=[CH:29][C:28]=3[Cl:35])=[CH:19][CH:18]=2)[CH2:7][NH:8]C(=O)OC(C)(C)C)[CH2:3][CH2:2]1.Cl. Product: [NH2:8][CH2:7][CH:6]([CH2:16][C:17]1[CH:18]=[CH:19][C:20]([O:23][CH2:24][CH2:25][O:26][C:27]2[C:32]([Cl:33])=[CH:31][C:30]([CH3:34])=[CH:29][C:28]=2[Cl:35])=[CH:21][CH:22]=1)[C:5]([N:4]([CH:1]1[CH2:2][CH2:3]1)[CH2:37][C:38]1[CH:43]=[C:42]([O:44][CH2:45][C:46]2[CH:51]=[CH:50][CH:49]=[CH:48][N+:47]=2[O-:52])[CH:41]=[C:40]([CH2:53][CH2:54][CH2:55][O:56][CH3:57])[CH:39]=1)=[O:36]. The catalyst class is: 2.